Dataset: TCR-epitope binding with 47,182 pairs between 192 epitopes and 23,139 TCRs. Task: Binary Classification. Given a T-cell receptor sequence (or CDR3 region) and an epitope sequence, predict whether binding occurs between them. (1) The epitope is IVTDFSVIK. The TCR CDR3 sequence is CAWSGLTITEAFF. Result: 1 (the TCR binds to the epitope). (2) The epitope is RAKFKQLL. The TCR CDR3 sequence is CASSQIVTSAAQYF. Result: 1 (the TCR binds to the epitope).